Predict the product of the given reaction. From a dataset of Forward reaction prediction with 1.9M reactions from USPTO patents (1976-2016). (1) Given the reactants [NH2:1][C:2]1[CH:3]=[N:4][CH:5]=[CH:6][CH:7]=1.[Cl:8][C:9]1[CH:14]=[CH:13][C:12]([C:15]2[O:19][N:18]=[CH:17][C:16]=2[CH2:20][CH2:21][C:22](O)=[O:23])=[CH:11][CH:10]=1.O.ON1C2C=CC=CC=2N=N1.Cl.C(N=C=NCCCN(C)C)C, predict the reaction product. The product is: [N:4]1[CH:5]=[CH:6][CH:7]=[C:2]([NH:1][C:22](=[O:23])[CH2:21][CH2:20][C:16]2[CH:17]=[N:18][O:19][C:15]=2[C:12]2[CH:13]=[CH:14][C:9]([Cl:8])=[CH:10][CH:11]=2)[CH:3]=1. (2) Given the reactants [C:1]1([CH3:29])[CH:6]=[CH:5][C:4]([S:7]([N:10]2[CH2:28][CH2:27][CH2:26][C@H:11]2[C:12]([NH:14][C@H:15]([C:23]([OH:25])=O)[CH2:16][C:17]2[CH:22]=[CH:21][CH:20]=[CH:19][CH:18]=2)=[O:13])(=[O:9])=[O:8])=[CH:3][CH:2]=1.Cl.[CH3:31][O:32][NH2:33], predict the reaction product. The product is: [CH3:31][O:32][NH:33][C:23](=[O:25])[C@H:15]([CH2:16][C:17]1[CH:22]=[CH:21][CH:20]=[CH:19][CH:18]=1)[NH:14][C:12](=[O:13])[C@@H:11]1[CH2:26][CH2:27][CH2:28][N:10]1[S:7]([C:4]1[CH:3]=[CH:2][C:1]([CH3:29])=[CH:6][CH:5]=1)(=[O:9])=[O:8]. (3) Given the reactants [CH:1]([C:3]1[O:7][C:6]([N:8]2[CH:12]=[C:11]([C:13]3[CH:18]=[CH:17][CH:16]=[CH:15][CH:14]=3)[C:10]([C:19]#[N:20])=[CH:9]2)=[CH:5][CH:4]=1)=[O:2].[OH-:21].[Na+], predict the reaction product. The product is: [C:19]([C:10]1[C:11]([C:13]2[CH:18]=[CH:17][CH:16]=[CH:15][CH:14]=2)=[CH:12][N:8]([C:6]2[O:7][C:3]([C:1]([OH:21])=[O:2])=[CH:4][CH:5]=2)[CH:9]=1)#[N:20]. (4) Given the reactants [CH2:1]([O:3][C:4]([C:6]1[N:11]=[C:10](Br)[C:9]2[N:13]=[C:14]([C:16]3[CH:21]=[CH:20][C:19]([F:22])=[CH:18][CH:17]=3)[S:15][C:8]=2[C:7]=1[OH:23])=[O:5])[CH3:2].C[C:25]([N:27](C)C)=O, predict the reaction product. The product is: [CH2:1]([O:3][C:4]([C:6]1[N:11]=[C:10]([C:25]#[N:27])[C:9]2[N:13]=[C:14]([C:16]3[CH:21]=[CH:20][C:19]([F:22])=[CH:18][CH:17]=3)[S:15][C:8]=2[C:7]=1[OH:23])=[O:5])[CH3:2]. (5) Given the reactants Cl[C:2]1[N:7]=[C:6]2[N:8]([C:22]3[CH:23]=[C:24]([CH:27]=[CH:28][CH:29]=3)[C:25]#[N:26])[C:9](=[O:21])[N:10]([C:13]3[CH:18]=[CH:17][C:16]([O:19][CH3:20])=[CH:15][CH:14]=3)[CH:11]([CH3:12])[C:5]2=[CH:4][N:3]=1.[NH2:30][C:31]1[CH:36]=[CH:35][CH:34]=[CH:33][CH:32]=1, predict the reaction product. The product is: [CH3:20][O:19][C:16]1[CH:15]=[CH:14][C:13]([N:10]2[CH:11]([CH3:12])[C:5]3[C:6](=[N:7][C:2]([NH:30][C:31]4[CH:36]=[CH:35][CH:34]=[CH:33][CH:32]=4)=[N:3][CH:4]=3)[N:8]([C:22]3[CH:23]=[C:24]([CH:27]=[CH:28][CH:29]=3)[C:25]#[N:26])[C:9]2=[O:21])=[CH:18][CH:17]=1. (6) Given the reactants [F:1][C:2]1[CH:10]=[CH:9][C:8]([CH2:11][C:12]2[C:21]3[C:16](=[CH:17][CH:18]=[CH:19][CH:20]=3)[C:15](=[O:22])[NH:14][N:13]=2)=[CH:7][C:3]=1[C:4](O)=[O:5].F[P-](F)(F)(F)(F)F.N1(OC(N(C)C)=[N+](C)C)C2C=CC=CC=2N=N1.Cl.[N:48]1[N:49]=[CH:50][N:51]2[CH2:56][CH2:55][NH:54][CH2:53][C:52]=12.C(N(CC)C(C)C)(C)C, predict the reaction product. The product is: [N:48]1[N:49]=[CH:50][N:51]2[CH2:56][CH2:55][N:54]([C:4]([C:3]3[CH:7]=[C:8]([CH2:11][C:12]4[C:21]5[C:16](=[CH:17][CH:18]=[CH:19][CH:20]=5)[C:15](=[O:22])[NH:14][N:13]=4)[CH:9]=[CH:10][C:2]=3[F:1])=[O:5])[CH2:53][C:52]=12. (7) Given the reactants [C:1]1([CH:7]([C:38]2[CH:43]=[CH:42][CH:41]=[CH:40][CH:39]=2)[CH2:8][CH2:9][N:10]([CH2:21][C:22](=[CH2:37])[CH2:23][N:24]2[CH2:29][CH2:28][N:27](C(OC(C)(C)C)=O)[CH2:26][CH2:25]2)[C:11]([NH:13][C:14]2[CH:19]=[CH:18][C:17]([CH3:20])=[CH:16][CH:15]=2)=[O:12])[CH:6]=[CH:5][CH:4]=[CH:3][CH:2]=1.C1(C(C2C=CC=CC=2)CCN(CC(=C)CN2CCN(C(OC(C)(C)C)=O)CC2)C(NC2C=CC=C(C(OC)=O)C=2)=O)C=CC=CC=1, predict the reaction product. The product is: [C:1]1([CH:7]([C:38]2[CH:43]=[CH:42][CH:41]=[CH:40][CH:39]=2)[CH2:8][CH2:9][N:10]([CH2:21][C:22]([CH2:23][N:24]2[CH2:29][CH2:28][NH:27][CH2:26][CH2:25]2)=[CH2:37])[C:11](=[O:12])[NH:13][C:14]2[CH:19]=[CH:18][C:17]([CH3:20])=[CH:16][CH:15]=2)[CH:2]=[CH:3][CH:4]=[CH:5][CH:6]=1. (8) The product is: [O:23]1[C:7]2([CH2:5][CH2:4][O:3][CH2:2][CH2:1]2)[CH2:6][C:16]([C:17]([O:19][CH2:20][CH3:21])=[O:18])=[N:22]1. Given the reactants [CH3:1][CH2:2][O:3][CH2:4][CH3:5].[CH3:6][CH2:7]N(C(C)C)C(C)C.Cl[C:16](=[N:22][OH:23])[C:17]([O:19][CH2:20][CH3:21])=[O:18], predict the reaction product. (9) The product is: [C:1]([O:5][C:6](=[O:19])[NH:7][C:8]1[CH:13]=[CH:12][C:11]([C:14]([F:17])([F:16])[F:15])=[CH:10][C:9]=1[NH:18][C:25](=[O:24])[CH2:26][C:27]([C:29]1[CH:34]=[CH:33][CH:32]=[C:31]([C:35]2[CH:36]=[N:37][C:38]([O:41][CH3:42])=[CH:39][CH:40]=2)[CH:30]=1)=[O:28])([CH3:4])([CH3:2])[CH3:3]. Given the reactants [C:1]([O:5][C:6](=[O:19])[NH:7][C:8]1[CH:13]=[CH:12][C:11]([C:14]([F:17])([F:16])[F:15])=[CH:10][C:9]=1[NH2:18])([CH3:4])([CH3:3])[CH3:2].C([O:24][C:25](=O)[CH2:26][C:27]([C:29]1[CH:34]=[CH:33][CH:32]=[C:31]([C:35]2[CH:36]=[N:37][C:38]([O:41][CH3:42])=[CH:39][CH:40]=2)[CH:30]=1)=[O:28])(C)(C)C, predict the reaction product. (10) Given the reactants C([O:5][C:6]([CH:8]1[CH:12]([C:13]2[CH:18]=[CH:17][CH:16]=[C:15]([Cl:19])[C:14]=2[F:20])[C:11]([C:23]2[CH:28]=[CH:27][C:26]([Cl:29])=[CH:25][C:24]=2[F:30])([C:21]#[N:22])[CH:10]([CH2:31][C:32]([CH3:39])([CH3:38])[CH2:33][CH2:34][N:35]=[N+:36]=[N-:37])[NH:9]1)=[O:7])(C)(C)C.[F:40][C:41]([F:46])([F:45])[C:42]([OH:44])=[O:43], predict the reaction product. The product is: [F:40][C:41]([F:46])([F:45])[C:42]([OH:44])=[O:43].[N:35]([CH2:34][CH2:33][C:32]([CH3:39])([CH3:38])[CH2:31][CH:10]1[NH:9][CH:8]([C:6]([OH:7])=[O:5])[CH:12]([C:13]2[CH:18]=[CH:17][CH:16]=[C:15]([Cl:19])[C:14]=2[F:20])[C:11]1([C:23]1[CH:28]=[CH:27][C:26]([Cl:29])=[CH:25][C:24]=1[F:30])[C:21]#[N:22])=[N+:36]=[N-:37].